This data is from Reaction yield outcomes from USPTO patents with 853,638 reactions. The task is: Predict the reaction yield, written as a fraction of the theoretical maximum amount of product (1.0 means a 100% yield; for example, 0.34 means a 34% yield). The reactants are [Cl:1][C:2]1[CH:11]=[CH:10][C:5]([C:6]([O:8][CH3:9])=[O:7])=[C:4]([NH:12][CH2:13][CH2:14][CH2:15][OH:16])[C:3]=1[NH:17][C:18](=S)[NH:19][C:20]1[C:21]([C:28]([F:31])([F:30])[F:29])=[N:22][C:23]([O:26][CH3:27])=[CH:24][CH:25]=1.Cl.C(N=C=NCCCN(C)C)C.C(N(CC)CC)C.O. The catalyst is O1CCCC1. The product is [Cl:1][C:2]1[C:3]2[N:17]=[C:18]([NH:19][C:20]3[C:21]([C:28]([F:31])([F:30])[F:29])=[N:22][C:23]([O:26][CH3:27])=[CH:24][CH:25]=3)[N:12]([CH2:13][CH2:14][CH2:15][OH:16])[C:4]=2[C:5]([C:6]([O:8][CH3:9])=[O:7])=[CH:10][CH:11]=1. The yield is 0.870.